From a dataset of Reaction yield outcomes from USPTO patents with 853,638 reactions. Predict the reaction yield, written as a fraction of the theoretical maximum amount of product (1.0 means a 100% yield; for example, 0.34 means a 34% yield). (1) The reactants are Cl.Cl.[CH2:3]([NH:10][NH2:11])[C:4]1[CH:9]=[CH:8][CH:7]=[CH:6][CH:5]=1.CCN(C(C)C)C(C)C.O=[C:22]([CH2:28][C:29](=O)[CH3:30])[C:23]([O:25]CC)=[O:24]. The catalyst is CCO. The product is [CH2:3]([N:10]1[C:29]([CH3:30])=[CH:28][C:22]([C:23]([OH:25])=[O:24])=[N:11]1)[C:4]1[CH:9]=[CH:8][CH:7]=[CH:6][CH:5]=1. The yield is 0.920. (2) The reactants are [Li]CCCC.CCCCCC.Br[C:13]1[C:18]([C:19]([F:22])([F:21])[F:20])=[CH:17][C:16]([Br:23])=[CH:15][N:14]=1.[CH:24](N1CCOCC1)=[O:25]. The catalyst is C(Cl)Cl. The product is [Br:23][C:16]1[CH:17]=[C:18]([C:19]([F:22])([F:21])[F:20])[C:13]([CH:24]=[O:25])=[N:14][CH:15]=1. The yield is 0.500. (3) The reactants are [O:1]1[C:5]2([CH2:10][CH2:9][N:8]([C:11]([C:13]3[NH:14][C:15]4[C:20]([CH:21]=3)=[CH:19][C:18]([C:22]([N:24]3[CH2:29][CH2:28][N:27]([CH:30]([CH3:32])[CH3:31])[CH2:26][CH2:25]3)=[O:23])=[CH:17][CH:16]=4)=[O:12])[CH2:7][CH2:6]2)[O:4][CH2:3][CH2:2]1.[F:33][C:34]([F:45])([F:44])[C:35]1[CH:36]=[C:37](B(O)O)[CH:38]=[CH:39][CH:40]=1.N1C=CC=CC=1. The catalyst is ClCCl.C([O-])(=O)C.[Cu+2].C([O-])(=O)C. The product is [O:4]1[C:5]2([CH2:10][CH2:9][N:8]([C:11]([C:13]3[N:14]([C:39]4[CH:38]=[CH:37][CH:36]=[C:35]([C:34]([F:45])([F:44])[F:33])[CH:40]=4)[C:15]4[C:20]([CH:21]=3)=[CH:19][C:18]([C:22]([N:24]3[CH2:25][CH2:26][N:27]([CH:30]([CH3:32])[CH3:31])[CH2:28][CH2:29]3)=[O:23])=[CH:17][CH:16]=4)=[O:12])[CH2:7][CH2:6]2)[O:1][CH2:2][CH2:3]1. The yield is 0.550. (4) The yield is 0.909. The product is [CH:18]([NH:10][CH2:9][CH2:8][CH:7]([C:1]1[CH:2]=[CH:3][CH:4]=[CH:5][CH:6]=1)[C:11]1[CH:12]=[CH:13][CH:14]=[CH:15][CH:16]=1)([CH3:20])[CH3:17]. The reactants are [C:1]1([CH:7]([C:11]2[CH:16]=[CH:15][CH:14]=[CH:13][CH:12]=2)[CH2:8][CH2:9][NH2:10])[CH:6]=[CH:5][CH:4]=[CH:3][CH:2]=1.[CH3:17][C:18]([CH3:20])=O.C(O)(=O)C.[BH-](OC(C)=O)(OC(C)=O)OC(C)=O.[Na+]. The catalyst is ClCCCl.C1COCC1. (5) The reactants are [Cl-].[OH:2][NH3+:3].[C:4](=[O:7])([O-])O.[Na+].CS(C)=O.[Si]([O:20][CH:21]1[CH2:26][CH2:25][CH:24]([O:27][C:28]2[CH:33]=[CH:32][C:31]([N:34]3[C:39](=[O:40])[C:38]([CH2:41][C:42]4[CH:47]=[CH:46][C:45]([C:48]5[C:49]([C:54]#[N:55])=[CH:50][CH:51]=[CH:52][CH:53]=5)=[CH:44][CH:43]=4)=[C:37]([CH2:56][CH2:57][CH3:58])[N:36]=[C:35]3[CH2:59][F:60])=[CH:30][CH:29]=2)[CH2:23][CH2:22]1)(C(C)(C)C)(C)C. The catalyst is C(OCC)(=O)C. The product is [F:60][CH2:59][C:35]1[N:34]([C:31]2[CH:32]=[CH:33][C:28]([O:27][CH:24]3[CH2:25][CH2:26][CH:21]([OH:20])[CH2:22][CH2:23]3)=[CH:29][CH:30]=2)[C:39](=[O:40])[C:38]([CH2:41][C:42]2[CH:43]=[CH:44][C:45]([C:48]3[CH:53]=[CH:52][CH:51]=[CH:50][C:49]=3[C:54]3[NH:55][C:4](=[O:7])[O:2][N:3]=3)=[CH:46][CH:47]=2)=[C:37]([CH2:56][CH2:57][CH3:58])[N:36]=1. The yield is 0.0600.